Predict the reactants needed to synthesize the given product. From a dataset of Full USPTO retrosynthesis dataset with 1.9M reactions from patents (1976-2016). (1) Given the product [CH3:20][NH:21][CH:8]([C:10]1[CH:14]=[C:15]([CH3:18])[CH:16]=[CH:17][C:12]=1[C:22]([C:12]1[CH:17]=[CH:16][C:15]([CH3:14])=[CH:18][C:10]=1[CH:8]([NH:29][CH3:28])[C:5]1[CH:4]=[CH:3][C:2]([CH3:1])=[CH:7][CH:6]=1)=[O:25])[C:5]1[CH:6]=[CH:7][C:2]([CH3:1])=[CH:3][CH:4]=1, predict the reactants needed to synthesize it. The reactants are: [CH3:1][C:2]1[CH:7]=[CH:6][C:5]([C:8]([CH:10]([C:12]2[CH:17]=[CH:16][C:15]([CH3:18])=[CH:14]C=2)O)=O)=[CH:4][CH:3]=1.Cl.[CH3:20][NH2:21].[C:22](=[O:25])([O-])O.[Na+].Cl.[CH3:28][NH2:29]. (2) Given the product [Br:1][C:2]1[C:10]([CH3:11])=[CH:9][C:5]([C:6]([O:8][CH3:17])=[O:7])=[C:4]([F:12])[CH:3]=1, predict the reactants needed to synthesize it. The reactants are: [Br:1][C:2]1[C:10]([CH3:11])=[CH:9][C:5]([C:6]([OH:8])=[O:7])=[C:4]([F:12])[CH:3]=1.O=S(Cl)Cl.[CH3:17]O. (3) Given the product [N:1]1([C:9]2[C:18]3[C:13](=[CH:14][C:15]([O:19][CH3:20])=[CH:16][CH:17]=3)[C:12]([C:21]3[CH:26]=[CH:25][CH:24]=[CH:23][CH:22]=3)=[C:11]([C:27]#[N:28])[N:10]=2)[CH:5]=[CH:4][N:3]=[CH:2]1, predict the reactants needed to synthesize it. The reactants are: [NH:1]1[CH:5]=[CH:4][N:3]=[CH:2]1.[H-].[Na+].Cl[C:9]1[C:18]2[C:13](=[CH:14][C:15]([O:19][CH3:20])=[CH:16][CH:17]=2)[C:12]([C:21]2[CH:26]=[CH:25][CH:24]=[CH:23][CH:22]=2)=[C:11]([C:27]#[N:28])[N:10]=1. (4) The reactants are: [Si:1]([O:8][CH2:9][CH2:10][CH2:11][N:12]1[C:17](=[O:18])[C:16]2[CH:19]=[C:20]([Cl:23])[N:21]=[CH:22][C:15]=2[NH:14][C:13]1=[O:24])([C:4]([CH3:7])([CH3:6])[CH3:5])([CH3:3])[CH3:2].[C:25]([O-])([O-])=O.[K+].[K+].IC. Given the product [Si:1]([O:8][CH2:9][CH2:10][CH2:11][N:12]1[C:17](=[O:18])[C:16]2[CH:19]=[C:20]([Cl:23])[N:21]=[CH:22][C:15]=2[N:14]([CH3:25])[C:13]1=[O:24])([C:4]([CH3:7])([CH3:5])[CH3:6])([CH3:3])[CH3:2], predict the reactants needed to synthesize it. (5) Given the product [C:15]1([C:1]2[CH:6]=[CH:5][CH:4]=[C:3]3[C:2]=2[C:11]([OH:12])=[N:22][N:23]=[C:7]3[OH:8])[CH:20]=[CH:19][CH:18]=[CH:17][CH:16]=1, predict the reactants needed to synthesize it. The reactants are: [C:1]1([C:15]2[CH:20]=[CH:19][CH:18]=[CH:17][CH:16]=2)[CH:6]=[CH:5][CH:4]=[C:3]([C:7](OC)=[O:8])[C:2]=1[C:11](OC)=[O:12].O.[NH2:22][NH2:23].Cl. (6) Given the product [O:15]1[C:16]2([CH2:23][CH2:22][CH2:21][CH2:20][CH2:19]2)[O:17][CH2:18][C@@H:14]1[C:11]1[N:10]=[C:9]([NH:8][C:5]2[N:6]=[CH:7][C:2]([S:32][CH2:33][CH2:34][C:35]([O:37][CH3:38])=[O:36])=[CH:3][C:4]=2[O:24][C:25]2[C:26]([CH3:31])=[N:27][CH:28]=[CH:29][CH:30]=2)[S:13][N:12]=1, predict the reactants needed to synthesize it. The reactants are: Br[C:2]1[CH:3]=[C:4]([O:24][C:25]2[C:26]([CH3:31])=[N:27][CH:28]=[CH:29][CH:30]=2)[C:5]([NH:8][C:9]2[S:13][N:12]=[C:11]([C@H:14]3[CH2:18][O:17][C:16]4([CH2:23][CH2:22][CH2:21][CH2:20][CH2:19]4)[O:15]3)[N:10]=2)=[N:6][CH:7]=1.[SH:32][CH2:33][CH2:34][C:35]([O:37][CH3:38])=[O:36].C(N(CC)C(C)C)(C)C. (7) Given the product [CH:37]12[CH2:42][CH:41]1[CH2:40][N:39]([CH2:27][CH2:17][CH:16]([C:10]1[CH:11]=[C:12]([CH3:15])[CH:13]=[CH:14][C:9]=1[O:8][CH2:1][C:2]1[CH:3]=[CH:4][CH:5]=[CH:6][CH:7]=1)[C:21]1[CH:20]=[CH:19][CH:52]=[CH:51][CH:43]=1)[CH2:38]2, predict the reactants needed to synthesize it. The reactants are: [CH2:1]([O:8][C:9]1[CH:14]=[CH:13][C:12]([CH3:15])=[CH:11][C:10]=1[C:16]1[C:17]([CH2:27]CCC2C=CC=CC=2)=C(C)[CH:19]=[CH:20][C:21]=1S([O-])(=O)=O)[C:2]1[CH:7]=[CH:6][CH:5]=[CH:4][CH:3]=1.Cl.[CH:37]12[CH2:42][CH:41]1[CH2:40][NH:39][CH2:38]2.[C:43](=O)([O-])[O-].[K+].[K+].[I-].[K+].[C:51](#N)[CH3:52].